This data is from Reaction yield outcomes from USPTO patents with 853,638 reactions. The task is: Predict the reaction yield, written as a fraction of the theoretical maximum amount of product (1.0 means a 100% yield; for example, 0.34 means a 34% yield). (1) The reactants are Cl.[CH2:2]([C:4]1[S:24][C:7]2[N:8]=[C:9]([S:18][CH2:19][C:20]([O:22][CH3:23])=[O:21])[N:10]=[C:11]([N:12]3[CH2:17][CH2:16][NH:15][CH2:14][CH2:13]3)[C:6]=2[CH:5]=1)[CH3:3].C(N(C(C)C)CC)(C)C.[C:34]1([C:44](Cl)=[O:45])[C:43]2[C:38](=[CH:39][CH:40]=[CH:41][CH:42]=2)[CH:37]=[CH:36][CH:35]=1. The catalyst is CN(C=O)C. The product is [CH2:2]([C:4]1[S:24][C:7]2[N:8]=[C:9]([S:18][CH2:19][C:20]([O:22][CH3:23])=[O:21])[N:10]=[C:11]([N:12]3[CH2:17][CH2:16][N:15]([C:44]([C:34]4[C:43]5[C:38](=[CH:39][CH:40]=[CH:41][CH:42]=5)[CH:37]=[CH:36][CH:35]=4)=[O:45])[CH2:14][CH2:13]3)[C:6]=2[CH:5]=1)[CH3:3]. The yield is 0.750. (2) The reactants are [NH2:1][C:2]1[CH:17]=[CH:16][CH:15]=[CH:14][C:3]=1[C:4]([NH:6][C:7]1[CH:12]=[CH:11][C:10]([Cl:13])=[CH:9][CH:8]=1)=[O:5].[Cl:18][C:19]1[CH:26]=[CH:25][C:22]([CH:23]=O)=[CH:21][N:20]=1.OS([O-])=O.[Na+].CC1C=CC(S(O)(=O)=O)=CC=1. The catalyst is CC(N(C)C)=O.C(OCC)(=O)C. The product is [Cl:13][C:10]1[CH:11]=[CH:12][C:7]([N:6]2[C:4](=[O:5])[C:3]3[C:2](=[CH:17][CH:16]=[CH:15][CH:14]=3)[N:1]=[C:23]2[C:22]2[CH:21]=[N:20][C:19]([Cl:18])=[CH:26][CH:25]=2)=[CH:8][CH:9]=1. The yield is 0.0400. (3) The reactants are Cl[C:2]1C=CC=C(C(OO)=O)C=1.[CH:12]([C:15]1[C:16]([O:46][CH2:47][O:48][CH3:49])=[CH:17][C:18]([O:42][CH2:43][O:44][CH3:45])=[C:19]([C:21]2[N:25]([C:26]3[CH:31]=[CH:30][C:29]([CH2:32][N:33]4[CH2:38][CH2:37][N:36]([CH3:39])[CH2:35][CH2:34]4)=[CH:28][CH:27]=3)[C:24](SC)=[N:23][N:22]=2)[CH:20]=1)([CH3:14])[CH3:13].[S:50]([O-:54])([O-])(=[O:52])=S.[Na+].[Na+].S(=O)(O)[O-].[K+].C(=O)([O-])O.[Na+]. The catalyst is C(OCC)C.C(Cl)Cl. The yield is 0.500. The product is [CH:12]([C:15]1[C:16]([O:46][CH2:47][O:48][CH3:49])=[CH:17][C:18]([O:42][CH2:43][O:44][CH3:45])=[C:19]([C:21]2[N:25]([C:26]3[CH:31]=[CH:30][C:29]([CH2:32][N:33]4[CH2:34][CH2:35][N:36]([CH3:39])[CH2:37][CH2:38]4)=[CH:28][CH:27]=3)[C:24]([S:50]([CH3:2])(=[O:54])=[O:52])=[N:23][N:22]=2)[CH:20]=1)([CH3:13])[CH3:14]. (4) The reactants are [NH2:1][CH2:2][C:3]([NH2:5])=[O:4].C[Al](C)C.[Cl:10][C:11]1[CH:21]=[C:20](/[CH:22]=[CH:23]/[CH:24]([C:29]2[CH:34]=[C:33]([Cl:35])[C:32]([Cl:36])=[C:31]([Cl:37])[CH:30]=2)[C:25]([F:28])([F:27])[F:26])[CH:19]=[CH:18][C:12]=1[C:13](OCC)=[O:14]. The catalyst is C(Cl)Cl. The product is [Cl:10][C:11]1[CH:21]=[C:20](/[CH:22]=[CH:23]/[CH:24]([C:29]2[CH:30]=[C:31]([Cl:37])[C:32]([Cl:36])=[C:33]([Cl:35])[CH:34]=2)[C:25]([F:26])([F:27])[F:28])[CH:19]=[CH:18][C:12]=1[C:13]([NH:1][CH2:2][C:3](=[O:4])[NH:5][CH2:24][C:25]([F:28])([F:27])[F:26])=[O:14]. The yield is 0.500.